From a dataset of Catalyst prediction with 721,799 reactions and 888 catalyst types from USPTO. Predict which catalyst facilitates the given reaction. (1) Reactant: [Cl:1][C:2]1[CH:11]=[C:10]([Cl:12])[CH:9]=[CH:8][C:3]=1[O:4][CH2:5][CH2:6][NH2:7].[C:13]([CH2:21][C:22](OCC)=[O:23])(=[O:20])[C:14]1[CH:19]=[CH:18][CH:17]=[CH:16][CH:15]=1. Product: [Cl:1][C:2]1[CH:11]=[C:10]([Cl:12])[CH:9]=[CH:8][C:3]=1[O:4][CH2:5][CH2:6][NH:7][C:22](=[O:23])[CH2:21][C:13](=[O:20])[C:14]1[CH:15]=[CH:16][CH:17]=[CH:18][CH:19]=1. The catalyst class is: 11. (2) Reactant: [Br:1][CH2:2][CH2:3][CH2:4][CH2:5][CH2:6][CH2:7][CH2:8][CH2:9][CH2:10][CH2:11][CH2:12][CH2:13][CH2:14][CH2:15][CH2:16][C:17]([OH:19])=[O:18].CO.[CH3:22]OC(OC)OC. Product: [CH3:22][O:18][C:17](=[O:19])[CH2:16][CH2:15][CH2:14][CH2:13][CH2:12][CH2:11][CH2:10][CH2:9][CH2:8][CH2:7][CH2:6][CH2:5][CH2:4][CH2:3][CH2:2][Br:1]. The catalyst class is: 11. (3) Reactant: [F:1][C:2]1[CH:9]=[CH:8][C:7]([CH2:10][O:11][N:12]=[C:13]2[CH2:18][CH2:17][NH:16][CH2:15][CH2:14]2)=[CH:6][C:3]=1[C:4]#[N:5].[F:19][C:20]1[CH:25]=[CH:24][C:23]([CH2:26][C:27](O)=[O:28])=[CH:22][CH:21]=1.ON1C2C=CC=CC=2N=N1.Cl.C(N=C=NCCCN(C)C)C. Product: [F:1][C:2]1[CH:9]=[CH:8][C:7]([CH:10]([O:11][N:12]=[C:13]2[CH2:14][CH2:15][NH:16][CH2:17][CH2:18]2)[C:27](=[O:28])[CH2:26][C:23]2[CH:24]=[CH:25][C:20]([F:19])=[CH:21][CH:22]=2)=[CH:6][C:3]=1[C:4]#[N:5]. The catalyst class is: 4. (4) Reactant: [C:1]([NH:4][CH2:5][CH2:6][CH:7]1[C:15]2[C:10](=[CH:11][CH:12]=[C:13]([NH:17][C:18](=[O:21])[CH2:19][CH3:20])[C:14]=2O)[CH2:9][CH2:8]1)(=[O:3])[CH3:2].C1(C)C=CC(S([O-])(=O)=O)=CC=1.[NH+]1C=CC=CC=1. Product: [CH2:19]([C:18]1[O:21][C:14]2[C:15]3[CH:7]([CH2:6][CH2:5][NH:4][C:1](=[O:3])[CH3:2])[CH2:8][CH2:9][C:10]=3[CH:11]=[CH:12][C:13]=2[N:17]=1)[CH3:20]. The catalyst class is: 113. (5) Reactant: [C:1]([C:3](=[C:7](SC)SC)[C:4]([NH2:6])=[O:5])#[N:2].[CH2:12]([C:14]1[CH:15]=[C:16]([CH:18]=[CH:19][CH:20]=1)[NH2:17])[CH3:13].O.[NH2:22][NH2:23]. Product: [NH2:2][C:1]1[NH:23][N:22]=[C:7]([NH:17][C:16]2[CH:18]=[CH:19][CH:20]=[C:14]([CH2:12][CH3:13])[CH:15]=2)[C:3]=1[C:4]([NH2:6])=[O:5]. The catalyst class is: 14.